From a dataset of Full USPTO retrosynthesis dataset with 1.9M reactions from patents (1976-2016). Predict the reactants needed to synthesize the given product. (1) The reactants are: [F:1][C:2]1[CH:39]=[CH:38][CH:37]=[CH:36][C:3]=1[O:4][C:5]1[CH:10]=[CH:9][C:8]([C:11]2[C:12]([CH2:22][N:23]([CH3:35])[CH2:24][CH2:25][N:26](C)[C:27](=O)OC(C)(C)C)=[N:13][N:14](C3CCCCO3)[CH:15]=2)=[CH:7][CH:6]=1.O.[C:41]([OH:47])([C:43]([F:46])([F:45])[F:44])=[O:42].CC#N. Given the product [F:44][C:43]([F:46])([F:45])[C:41]([OH:47])=[O:42].[F:1][C:2]1[CH:39]=[CH:38][CH:37]=[CH:36][C:3]=1[O:4][C:5]1[CH:6]=[CH:7][C:8]([C:11]2[C:12]([CH2:22][N:23]([CH3:35])[CH2:24][CH2:25][NH:26][CH3:27])=[N:13][NH:14][CH:15]=2)=[CH:9][CH:10]=1, predict the reactants needed to synthesize it. (2) Given the product [ClH:1].[NH2:24][CH2:23][CH:22]([C:19]1[CH:18]=[CH:17][C:16]([C:5]2[C:6]3[C:7]4[CH:15]=[CH:14][S:13][C:8]=4[C:9](=[O:12])[NH:10][C:11]=3[C:2]([Cl:1])=[CH:3][C:4]=2[OH:33])=[CH:21][CH:20]=1)[CH3:32], predict the reactants needed to synthesize it. The reactants are: [Cl:1][C:2]1[C:11]2[NH:10][C:9](=[O:12])[C:8]3[S:13][CH:14]=[CH:15][C:7]=3[C:6]=2[C:5]([C:16]2[CH:21]=[CH:20][C:19]([CH:22]([CH3:32])[CH2:23][NH:24]C(=O)OC(C)(C)C)=[CH:18][CH:17]=2)=[C:4]([O:33]C)[CH:3]=1.B(Br)(Br)Br. (3) Given the product [C:21]([C:19]1[N:18]=[N:17][N:16]([C:14]2[S:15][C:11]([C:9]([NH:8][CH2:1][C:2]3[CH:7]=[CH:6][CH:5]=[CH:4][CH:3]=3)=[O:10])=[C:12]([CH3:29])[N:13]=2)[CH:20]=1)(=[O:28])[C:22]1[CH:23]=[CH:24][CH:25]=[CH:26][CH:27]=1, predict the reactants needed to synthesize it. The reactants are: [CH2:1]([NH:8][C:9]([C:11]1[S:15][C:14]([N:16]2[CH:20]=[C:19]([CH:21]([OH:28])[C:22]3[CH:27]=[CH:26][CH:25]=[CH:24][CH:23]=3)[N:18]=[N:17]2)=[N:13][C:12]=1[CH3:29])=[O:10])[C:2]1[CH:7]=[CH:6][CH:5]=[CH:4][CH:3]=1.CC(OI1(OC(C)=O)(OC(C)=O)OC(=O)C2C=CC=CC1=2)=O. (4) Given the product [Br:1][C:2]1[CH:10]=[CH:9][C:5]([C:6](/[N:8]=[CH:14]/[N:15]([CH3:17])[CH3:16])=[O:7])=[C:4]([F:11])[CH:3]=1, predict the reactants needed to synthesize it. The reactants are: [Br:1][C:2]1[CH:10]=[CH:9][C:5]([C:6]([NH2:8])=[O:7])=[C:4]([F:11])[CH:3]=1.CO[CH:14](OC)[N:15]([CH3:17])[CH3:16]. (5) Given the product [CH2:2]([O:20][C:19](=[O:21])[C@H:18]1[O:13][C@@H:14]1[C:15]([O:17][CH2:27][CH3:28])=[O:16])[CH3:3], predict the reactants needed to synthesize it. The reactants are: N[C@H:2](C(O)=O)[CH2:3]CCNC(=N)N.[O:13]1[C@H:18]([C:19]([OH:21])=[O:20])[C@H:14]1[C:15]([OH:17])=[O:16].S(=O)(=O)(O)O.[CH2:27](O)[CH3:28]. (6) Given the product [C:31]([O:30][C:29]([NH:28][C@H:23]1[CH2:24][CH2:25][CH2:26][CH2:27][C@H:22]1[NH:21][C:4]1[N:3]=[C:2]([Cl:1])[C:7]2[C:8](=[O:18])[N:9]([C:11]([O:13][C:14]([CH3:17])([CH3:16])[CH3:15])=[O:12])[CH:10]([CH3:36])[C:6]=2[C:5]=1[F:19])=[O:35])([CH3:32])([CH3:34])[CH3:33], predict the reactants needed to synthesize it. The reactants are: [Cl:1][C:2]1[C:7]2[C:8](=[O:18])[N:9]([C:11]([O:13][C:14]([CH3:17])([CH3:16])[CH3:15])=[O:12])[CH2:10][C:6]=2[C:5]([F:19])=[C:4](Cl)[N:3]=1.[NH2:21][C@@H:22]1[CH2:27][CH2:26][CH2:25][CH2:24][C@@H:23]1[NH:28][C:29](=[O:35])[O:30][C:31]([CH3:34])([CH3:33])[CH3:32].[CH3:36]CN(C(C)C)C(C)C.